From a dataset of NCI-60 drug combinations with 297,098 pairs across 59 cell lines. Regression. Given two drug SMILES strings and cell line genomic features, predict the synergy score measuring deviation from expected non-interaction effect. (1) Drug 1: CN(CCCl)CCCl.Cl. Drug 2: C1C(C(OC1N2C=NC(=NC2=O)N)CO)O. Cell line: A498. Synergy scores: CSS=17.4, Synergy_ZIP=-2.44, Synergy_Bliss=-4.52, Synergy_Loewe=-4.80, Synergy_HSA=-7.09. (2) Synergy scores: CSS=20.3, Synergy_ZIP=-8.83, Synergy_Bliss=-0.881, Synergy_Loewe=-18.0, Synergy_HSA=-2.72. Drug 1: CC1=CC=C(C=C1)C2=CC(=NN2C3=CC=C(C=C3)S(=O)(=O)N)C(F)(F)F. Drug 2: C1CN1C2=NC(=NC(=N2)N3CC3)N4CC4. Cell line: SF-268. (3) Drug 1: CC1=C(C=C(C=C1)NC2=NC=CC(=N2)N(C)C3=CC4=NN(C(=C4C=C3)C)C)S(=O)(=O)N.Cl. Drug 2: CCCS(=O)(=O)NC1=C(C(=C(C=C1)F)C(=O)C2=CNC3=C2C=C(C=N3)C4=CC=C(C=C4)Cl)F. Cell line: NCIH23. Synergy scores: CSS=-0.335, Synergy_ZIP=8.20, Synergy_Bliss=7.39, Synergy_Loewe=1.02, Synergy_HSA=1.05. (4) Drug 1: CC1=C(C(=CC=C1)Cl)NC(=O)C2=CN=C(S2)NC3=CC(=NC(=N3)C)N4CCN(CC4)CCO. Drug 2: C1CNP(=O)(OC1)N(CCCl)CCCl. Cell line: OVCAR-8. Synergy scores: CSS=2.68, Synergy_ZIP=1.30, Synergy_Bliss=3.07, Synergy_Loewe=-3.99, Synergy_HSA=-1.54. (5) Cell line: SNB-19. Drug 2: CCC1(C2=C(COC1=O)C(=O)N3CC4=CC5=C(C=CC(=C5CN(C)C)O)N=C4C3=C2)O.Cl. Drug 1: C(=O)(N)NO. Synergy scores: CSS=35.7, Synergy_ZIP=5.89, Synergy_Bliss=5.57, Synergy_Loewe=-35.7, Synergy_HSA=3.41. (6) Drug 1: CC(C1=C(C=CC(=C1Cl)F)Cl)OC2=C(N=CC(=C2)C3=CN(N=C3)C4CCNCC4)N. Drug 2: C1=CC(=CC=C1C#N)C(C2=CC=C(C=C2)C#N)N3C=NC=N3. Cell line: MOLT-4. Synergy scores: CSS=22.1, Synergy_ZIP=1.77, Synergy_Bliss=2.19, Synergy_Loewe=-38.7, Synergy_HSA=0.943. (7) Drug 1: C1=CN(C(=O)N=C1N)C2C(C(C(O2)CO)O)O.Cl. Drug 2: B(C(CC(C)C)NC(=O)C(CC1=CC=CC=C1)NC(=O)C2=NC=CN=C2)(O)O. Cell line: UACC-257. Synergy scores: CSS=15.1, Synergy_ZIP=-2.14, Synergy_Bliss=-2.71, Synergy_Loewe=-12.3, Synergy_HSA=-2.22. (8) Drug 1: C1=CN(C(=O)N=C1N)C2C(C(C(O2)CO)O)O.Cl. Drug 2: B(C(CC(C)C)NC(=O)C(CC1=CC=CC=C1)NC(=O)C2=NC=CN=C2)(O)O. Cell line: NCI-H322M. Synergy scores: CSS=7.20, Synergy_ZIP=-4.68, Synergy_Bliss=-8.09, Synergy_Loewe=-50.9, Synergy_HSA=-14.8. (9) Cell line: IGROV1. Drug 1: CC1CCC2CC(C(=CC=CC=CC(CC(C(=O)C(C(C(=CC(C(=O)CC(OC(=O)C3CCCCN3C(=O)C(=O)C1(O2)O)C(C)CC4CCC(C(C4)OC)O)C)C)O)OC)C)C)C)OC. Drug 2: CCN(CC)CCCC(C)NC1=C2C=C(C=CC2=NC3=C1C=CC(=C3)Cl)OC. Synergy scores: CSS=6.47, Synergy_ZIP=-4.12, Synergy_Bliss=2.13, Synergy_Loewe=-13.9, Synergy_HSA=1.72.